Predict which catalyst facilitates the given reaction. From a dataset of Catalyst prediction with 721,799 reactions and 888 catalyst types from USPTO. (1) The catalyst class is: 1. Product: [CH3:1][C:2]1([CH3:15])[C:10]2[C:5](=[CH:6][C:7]([N+:11]([O-:13])=[O:12])=[CH:8][CH:9]=2)[NH:4][CH2:3]1. Reactant: [CH3:1][C:2]1([CH3:15])[C:10]2[C:5](=[CH:6][C:7]([N+:11]([O-:13])=[O:12])=[CH:8][CH:9]=2)[NH:4][C:3]1=O. (2) Reactant: [NH2:1][C:2]1[CH:3]=[C:4]([C:8]2[N:9]=[C:10]([NH:24][CH2:25][C:26]3[CH:31]=[CH:30][CH:29]=[CH:28][N:27]=3)[C:11]3[C:16]([CH:17]=2)=[CH:15][CH:14]=[CH:13][C:12]=3[C:18]2[CH:23]=[CH:22][CH:21]=[CH:20][CH:19]=2)[CH:5]=[N:6][CH:7]=1.N1C=CC=CC=1.[CH3:38][S:39](Cl)(=[O:41])=[O:40]. Product: [C:18]1([C:12]2[CH:13]=[CH:14][CH:15]=[C:16]3[C:11]=2[C:10]([NH:24][CH2:25][C:26]2[CH:31]=[CH:30][CH:29]=[CH:28][N:27]=2)=[N:9][C:8]([C:4]2[CH:3]=[C:2]([NH:1][S:39]([CH3:38])(=[O:41])=[O:40])[CH:7]=[N:6][CH:5]=2)=[CH:17]3)[CH:23]=[CH:22][CH:21]=[CH:20][CH:19]=1. The catalyst class is: 34. (3) Product: [CH3:3][N:2]([CH2:4][C:5]1[CH:10]=[CH:9][C:8]([C@@H:11]2[NH:12][C:13]3[C:18]4[C:19](=[N:35][NH:36][C:28](=[O:30])[C:17]=4[CH:16]=[C:15]([F:33])[CH:14]=3)[C@@H:20]2[C:21]2[N:25]([CH3:26])[N:24]=[CH:23][N:22]=2)=[CH:7][CH:6]=1)[CH3:1].[CH3:3][N:2]([CH2:4][C:5]1[CH:10]=[CH:9][C:8]([C@H:11]2[NH:12][C:13]3[C:18]4[C:19](=[N:35][NH:36][C:28](=[O:30])[C:17]=4[CH:16]=[C:15]([F:33])[CH:14]=3)[C@H:20]2[C:21]2[N:25]([CH3:26])[N:24]=[CH:23][N:22]=2)=[CH:7][CH:6]=1)[CH3:1]. The catalyst class is: 5. Reactant: [CH3:1][N:2]([CH2:4][C:5]1[CH:10]=[CH:9][C:8]([CH:11]2[CH:20]([C:21]3[N:25]([CH3:26])[N:24]=[CH:23][N:22]=3)[C:19](=O)[C:18]3[C:17]([C:28]([O:30]CC)=O)=[CH:16][C:15]([F:33])=[CH:14][C:13]=3[NH:12]2)=[CH:7][CH:6]=1)[CH3:3].O.[NH2:35][NH2:36].